Task: Regression. Given a peptide amino acid sequence and an MHC pseudo amino acid sequence, predict their binding affinity value. This is MHC class II binding data.. Dataset: Peptide-MHC class II binding affinity with 134,281 pairs from IEDB (1) The peptide sequence is VRYTTEGGTKTEAEDVIPEG. The MHC is DRB1_0701 with pseudo-sequence DRB1_0701. The binding affinity (normalized) is 0.0422. (2) The peptide sequence is GATVAVDCRPFNGGE. The MHC is HLA-DPA10103-DPB10201 with pseudo-sequence HLA-DPA10103-DPB10201. The binding affinity (normalized) is 0.309. (3) The peptide sequence is LECFVRSTPASFEKK. The MHC is DRB1_0802 with pseudo-sequence DRB1_0802. The binding affinity (normalized) is 0. (4) The peptide sequence is EHRWREIYNMVKFRM. The MHC is HLA-DQA10401-DQB10402 with pseudo-sequence HLA-DQA10401-DQB10402. The binding affinity (normalized) is 0.0218. (5) The peptide sequence is ALIAAFSIRPGLLIG. The MHC is DRB1_0901 with pseudo-sequence DRB1_0901. The binding affinity (normalized) is 0.797. (6) The binding affinity (normalized) is 0.668. The peptide sequence is GELQIVDFIDAAFKI. The MHC is DRB1_0701 with pseudo-sequence DRB1_0701.